Dataset: Experimentally validated miRNA-target interactions with 360,000+ pairs, plus equal number of negative samples. Task: Binary Classification. Given a miRNA mature sequence and a target amino acid sequence, predict their likelihood of interaction. (1) The miRNA is hsa-miR-4762-3p with sequence CUUCUGAUCAAGAUUUGUGGUG. The protein sequence of the target gene is MAKGDPKKPKGKMSAYAFFVQTCREEHKKKNPEVPVNFAEFSKKCSERWKTMSSKEKSKFDEMAKADKVRYDREMKDYGPAKGGKKKKDPNAPKRPPSGFFLFCSEFRPKIKSTNPGISIGDVAKKLGEMWNNLSDNEKQPYVTKAAKLKEKYEKDVADYKSKGKFDGAKGPAKVARKKVEEEEEEEEEEEEEEEEEEDE. Result: 0 (no interaction). (2) The miRNA is hsa-miR-6515-3p with sequence UCUCUUCAUCUACCCCCCAG. The protein sequence of the target gene is MAGLQRLASHLPVGVMLPHNTTEAPGPHSAKQDSYEQGDSSQQSLKGHLRNNFQKQLLSNKELILDKVYTHPKWNTQTKARSYSYPHCTGISQQDPESDSQGQGNGLFYSSGPQSWYPKANNQDFIPFTKKRVGVDRAFPLKPMVHRKSCSTGEAGTDGDHNVYPRPPEPREFSSRNFGVRNQGNFSVVGTVLAATQAEKAVANFDRTEWVQIRRLEAAGESLEEEIRRKQILLRGKLKKTEEELRRIQTQKEQAKENENGELQKIILPRSRVKGNKSNTMYKPIFSPEFEFEEEFSRDR.... Result: 0 (no interaction). (3) The miRNA is hsa-miR-548z with sequence CAAAAACCGCAAUUACUUUUGCA. The protein sequence of the target gene is MENGAVYSPTTEEDPGPARGPRSGLAAYFFMGRLPLLRRVLKGLQLLLSLLAFICEEVVSQCTLCGGLYFFEFVSCSAFLLSLLILIVYCTPFYERVDTTKVKSSDFYITLGTGCVFLLASIIFVSTHDRTSAEIAAIVFGFIASFMFLLDFITMLYEKRQESQLRKPENTTRAEALTEPLNA. Result: 1 (interaction). (4) The miRNA is mmu-miR-3076-3p with sequence CGCACUCUGGUCUUCCCUUGCAG. The protein sequence of the target gene is MEFGLLSEAEARSPALSLSDAGTPHPQLPEHGCKGQEHSDSEKASASLPGGSPEDGSLKKKQRRQRTHFTSQQLQELEATFQRNRYPDMSTREEIAVWTNLTEARVRVWFKNRRAKWRKRERSQQAELCKGSFAAPLGGLVPPYEEVYPGYSYGNWPPKALAPPLAAKTFPFAFNSVNVGPLASQPVFSPPSSIAASMVPSAAAAPGTVPGPGALQGLGGGPPGLAPAAVSSGAVSCPYASAAAAAAAAASSPYVYRDPCNSSLASLRLKAKQHASFSYPAVHGPPPAANLSPCQYAVER.... Result: 0 (no interaction). (5) The miRNA is hsa-miR-6746-3p with sequence CAGCCGCCGCCUGUCUCCACAG. The protein sequence of the target gene is MFNGEPGPASAGASRNVVRSSSISGEICGSQQAGGGAGTTTAKKRRSSLGAKMVAIVGLTQWSKSTLQLPQPEGATKKLRSNIRRSTETGIAVEMRSRVTRQGSRESTDGSTNSNSSEGTFIFPTRLGAESQFSDFLDGLGPAQIVGRQTLATPPMGDVHIAIMDRSGQLEVEVIEARGLTPKPGSKSLPATYIKAYLLENGACVAKKKTKVAKKTCDPLYQQALLFDEGPQGKVLQVIVWGDYGRMDHKCFMGMAQIMLDELDLSAAVTGWYKLFPTSSVADSTLGSLTRRLSQSSLES.... Result: 0 (no interaction). (6) The miRNA is hsa-miR-335-5p with sequence UCAAGAGCAAUAACGAAAAAUGU. The protein sequence of the target gene is MVNDRWKTMGGAAQLEDRPRDKPQRPSCGYVLCTVLLALAVLLAVAVTGAVLFLNHAHAPGTAPPPVVSTGAASANSALVTVERADSSHLSILIDPRCPDLTDSFARLESAQASVLQALTEHQAQPRLVGDQEQELLDTLADQLPRLLARASELQTECMGLRKGHGTLGQGLSALQSEQGRLIQLLSESQGHMAHLVNSVSDILDALQRDRGLGRPRNKADLQRAPARGTRPRGCATGSRPRDCLDVLLSGQQDDGVYSVFPTHYPAGFQVYCDMRTDGGGWTVFQRREDGSVNFFRGWD.... Result: 1 (interaction). (7) The miRNA is hsa-miR-4720-3p with sequence UGCUUAAGUUGUACCAAGUAU. The protein sequence of the target gene is MTAGTVVITGGILATVILLCIIAVLCYCRLQYYCCKKDESEEDEEEPDFAVHSHLPPLHSNRNLVLTNGPALYPAATTSFSQKSPQARALCRSCSHYEPPTFFLQEPEDEDFEGVRNGGGRVAYKSISQEDVELPSASFGGLQALNPNRLSAMREAFSRSRSVSTDV. Result: 0 (no interaction). (8) The miRNA is hsa-miR-671-5p with sequence AGGAAGCCCUGGAGGGGCUGGAG. The protein sequence of the target gene is MAHIPSGGAPAAGAAPMGPQYCVCKVELSVSGQNLLDRDVTSKSDPFCVLFTENNGRWIEYDRTETAINNLNPAFSKKFVLDYHFEEVQKLKFALFDQDKSSMRLDEHDFLGQFSCSLGTIVSSKKITRPLLLLNDKPAGKGLITIAAQELSDNRVITLSLAGRRLDKKDLFGKSDPFLEFYKPGDDGKWMLVHRTEVIKYTLDPVWKPFTVPLVSLCDGDMEKPIQVMCYDYDNDGGHDFIGEFQTSVSQMCEARDSVPLEFECINPKKQRKKKNYKNSGIIILRSCKINRDYSFLDYI.... Result: 1 (interaction).